Dataset: Catalyst prediction with 721,799 reactions and 888 catalyst types from USPTO. Task: Predict which catalyst facilitates the given reaction. (1) Reactant: [ClH:1].CN(C)[CH2:4][CH2:5][CH2:6][N:7]=[C:8]=[N:9][CH2:10][CH3:11].CN1CCO[CH2:16][CH2:15]1.[NH:20]1[C:28]2[C:23](=[CH:24][CH:25]=[CH:26][C:27]=2[C:29](O)=O)[CH:22]=[CH:21]1.[OH2:32].O[N:34]1[C:38]2[CH:39]=[CH:40][CH:41]=[CH:42][C:37]=2N=N1.C[N:44](C=O)C. Product: [NH2:44][C:8]1[N:7]=[C:6]([C:40]2[CH:41]=[CH:42][CH:37]=[C:38]([NH:34][C:29]([C:27]3[CH:26]=[CH:25][CH:24]=[C:23]4[C:28]=3[NH:20][CH:21]=[CH:22]4)=[O:32])[CH:39]=2)[C:5]2[C:10](=[CH:11][CH:15]=[C:16]([Cl:1])[CH:4]=2)[N:9]=1. The catalyst class is: 6. (2) Reactant: [N:1]1([C:7]([O:9][CH2:10][C:11]2[CH:16]=[CH:15][CH:14]=[CH:13][CH:12]=2)=[O:8])[CH2:6][CH2:5][NH:4][CH2:3][CH2:2]1.C(N(CC)CC)C.C(Cl)Cl.[C:27](Cl)(=[O:30])[CH2:28][CH3:29]. Product: [C:27]([N:4]1[CH2:5][CH2:6][N:1]([C:7]([O:9][CH2:10][C:11]2[CH:16]=[CH:15][CH:14]=[CH:13][CH:12]=2)=[O:8])[CH2:2][CH2:3]1)(=[O:30])[CH2:28][CH3:29]. The catalyst class is: 6. (3) Reactant: [C:1]([NH2:10])([C:4]1[CH:9]=[CH:8][CH:7]=[CH:6][CH:5]=1)([CH3:3])[CH3:2].F[B-](F)(F)F.N1(OC(N(C)C)=[N+](C)C)C2C=CC=CC=2N=N1.Cl.[CH2:34]([O:36][C:37]([N:39]1[C:43]2[S:44][C:45]([C:47](O)=[O:48])=[CH:46][C:42]=2[C:41]([NH:50][C:51](=[O:64])[C:52]2[CH:57]=[CH:56][C:55]([N:58]3[CH2:63][CH2:62][O:61][CH2:60][CH2:59]3)=[CH:54][CH:53]=2)=[N:40]1)=[O:38])[CH3:35].CCN(C(C)C)C(C)C. Product: [CH3:2][C:1]([NH:10][C:47]([C:45]1[S:44][C:43]2[N:39]([C:37]([O:36][CH2:34][CH3:35])=[O:38])[N:40]=[C:41]([NH:50][C:51](=[O:64])[C:52]3[CH:57]=[CH:56][C:55]([N:58]4[CH2:63][CH2:62][O:61][CH2:60][CH2:59]4)=[CH:54][CH:53]=3)[C:42]=2[CH:46]=1)=[O:48])([C:4]1[CH:9]=[CH:8][CH:7]=[CH:6][CH:5]=1)[CH3:3]. The catalyst class is: 35. (4) Reactant: Br[C:2]1[CH:11]=[CH:10][C:9]2[NH:12][C:13](=[O:14])[N:7]3[C:8]=2[C:3]=1[CH2:4][CH2:5][CH:6]3[C:15]1[CH:20]=[CH:19][CH:18]=[CH:17][CH:16]=1.BrC1C=C2C3=C(NC(=O)N3C(C3C=CC=CC=3)CC2)C=1.[CH3:41][C:42]1[C:46](B(O)O)=[C:45]([CH3:50])[O:44][N:43]=1.C(=O)([O-])[O-].[Cs+].[Cs+]. Product: [CH3:41][C:42]1[C:46]([C:2]2[CH:11]=[CH:10][C:9]3[NH:12][C:13](=[O:14])[N:7]4[C:8]=3[C:3]=2[CH2:4][CH2:5][CH:6]4[C:15]2[CH:20]=[CH:19][CH:18]=[CH:17][CH:16]=2)=[C:45]([CH3:50])[O:44][N:43]=1. The catalyst class is: 149. (5) Reactant: O[CH2:2][C:3]1[CH:12]=[N:11][C:10]2[N:9]3[CH2:13][CH2:14][S:15][CH2:16][C@H:8]3[C:7](=[O:17])[NH:6][C:5]=2[CH:4]=1.[I-].C(C[P+](C)(C)C)#N.CCN(C(C)C)C(C)C.Cl.[Cl:36][C:37]1[CH:42]=[CH:41][C:40]([C:43]2[CH2:44][CH2:45][NH:46][CH2:47][CH:48]=2)=[CH:39][CH:38]=1. Product: [Cl:36][C:37]1[CH:42]=[CH:41][C:40]([C:43]2[CH2:48][CH2:47][N:46]([CH2:2][C:3]3[CH:12]=[N:11][C:10]4[N:9]5[CH2:13][CH2:14][S:15][CH2:16][C@H:8]5[C:7](=[O:17])[NH:6][C:5]=4[CH:4]=3)[CH2:45][CH:44]=2)=[CH:39][CH:38]=1. The catalyst class is: 397. (6) Reactant: C([N:8]1[CH2:13][CH2:12][C:11]([CH2:15][C:16]([O:18][CH2:19][CH3:20])=[O:17])([OH:14])[CH2:10][CH2:9]1)C1C=CC=CC=1. Product: [OH:14][C:11]1([CH2:15][C:16]([O:18][CH2:19][CH3:20])=[O:17])[CH2:10][CH2:9][NH:8][CH2:13][CH2:12]1. The catalyst class is: 178.